This data is from Full USPTO retrosynthesis dataset with 1.9M reactions from patents (1976-2016). The task is: Predict the reactants needed to synthesize the given product. (1) Given the product [C:18]([C:22]1[CH:23]=[C:24]2[C:29](=[C:30]([F:32])[CH:31]=1)[C:28](=[O:33])[N:27]([C:8]1[C:3]([CH:1]=[O:2])=[C:4]([N:10]3[CH:14]=[C:13]([C:15]#[N:16])[C:12]([I:17])=[N:11]3)[CH:5]=[CH:6][CH:7]=1)[N:26]=[CH:25]2)([CH3:21])([CH3:19])[CH3:20], predict the reactants needed to synthesize it. The reactants are: [CH:1]([C:3]1[C:8](I)=[CH:7][CH:6]=[CH:5][C:4]=1[N:10]1[CH:14]=[C:13]([C:15]#[N:16])[C:12]([I:17])=[N:11]1)=[O:2].[C:18]([C:22]1[CH:23]=[C:24]2[C:29](=[C:30]([F:32])[CH:31]=1)[C:28](=[O:33])[NH:27][N:26]=[CH:25]2)([CH3:21])([CH3:20])[CH3:19].C(=O)(O)[O-].[Na+]. (2) Given the product [CH:1]1([C@@H:7]2[NH:12][C:11](=[O:13])[C@H:10]([CH2:14][CH:15]([CH3:17])[CH3:16])[N:9]([C:28]([C:25]3[CH:24]=[C:23]([C:19]4[S:18][CH:22]=[CH:21][CH:20]=4)[O:27][N:26]=3)=[O:29])[CH2:8]2)[CH2:2][CH2:3][CH2:4][CH2:5][CH2:6]1, predict the reactants needed to synthesize it. The reactants are: [CH:1]1([C@@H:7]2[NH:12][C:11](=[O:13])[C@H:10]([CH2:14][CH:15]([CH3:17])[CH3:16])[NH:9][CH2:8]2)[CH2:6][CH2:5][CH2:4][CH2:3][CH2:2]1.[S:18]1[CH:22]=[CH:21][CH:20]=[C:19]1[C:23]1[O:27][N:26]=[C:25]([C:28](O)=[O:29])[CH:24]=1.C([C@@H]1N(C(=O)/C=C/C2C=CC=CC=2)C[C@H](CC(C)C)NC1=O)C(C)C. (3) Given the product [CH2:6]([O:8][C:9]([C:11]1[N:12]([C:31]2[CH:32]=[CH:33][C:34]([O:37][CH:38]([CH3:39])[CH3:40])=[CH:35][CH:36]=2)[C:13]2[C:18]([C:19]=1[S:5][C:2]([CH3:4])([CH3:3])[CH3:1])=[CH:17][C:16]([C:21]1[CH:26]=[CH:25][C:24]([C:27]([F:29])([F:30])[F:28])=[CH:23][N:22]=1)=[CH:15][CH:14]=2)=[O:10])[CH3:7], predict the reactants needed to synthesize it. The reactants are: [CH3:1][C:2]([SH:5])([CH3:4])[CH3:3].[CH2:6]([O:8][C:9]([C:11]1[N:12]([C:31]2[CH:36]=[CH:35][C:34]([O:37][CH:38]([CH3:40])[CH3:39])=[CH:33][CH:32]=2)[C:13]2[C:18]([C:19]=1I)=[CH:17][C:16]([C:21]1[CH:26]=[CH:25][C:24]([C:27]([F:30])([F:29])[F:28])=[CH:23][N:22]=1)=[CH:15][CH:14]=2)=[O:10])[CH3:7].CC(C)([O-])C.[K+].